Dataset: Forward reaction prediction with 1.9M reactions from USPTO patents (1976-2016). Task: Predict the product of the given reaction. Given the reactants [NH:1]1[C:5]2=[N:6][CH:7]=[CH:8][CH:9]=[C:4]2[CH:3]=[C:2]1[C:10]([OH:12])=O.F[P-](F)(F)(F)(F)F.[N:20]1([O:29][C:30](N(C)C)=[N+](C)C)[C:24]2C=CC=CC=2N=N1.C(N(CC)CC)C.Cl.CNOC, predict the reaction product. The product is: [CH3:30][O:29][N:20]([CH3:24])[C:10]([C:2]1[NH:1][C:5]2=[N:6][CH:7]=[CH:8][CH:9]=[C:4]2[CH:3]=1)=[O:12].